From a dataset of Reaction yield outcomes from USPTO patents with 853,638 reactions. Predict the reaction yield, written as a fraction of the theoretical maximum amount of product (1.0 means a 100% yield; for example, 0.34 means a 34% yield). (1) The reactants are [CH3:1][N:2]([CH3:6])[CH2:3][C:4]#[CH:5].BrC1[CH:13]=[C:12]([F:14])[CH:11]=[CH:10]C=1[N+]([O-])=O.C([N:20]([CH2:23][CH3:24])CC)C.CN(C=[O:29])C.[OH2:30]. The catalyst is Cl[Pd](Cl)([P](C1C=CC=CC=1)(C1C=CC=CC=1)C1C=CC=CC=1)[P](C1C=CC=CC=1)(C1C=CC=CC=1)C1C=CC=CC=1.[Cu]I. The product is [F:14][C:12]1[CH:11]=[CH:10][C:24]([C:5]#[C:4][CH2:3][N:2]([CH3:6])[CH3:1])=[C:23]([N+:20]([O-:29])=[O:30])[CH:13]=1. The yield is 0.680. (2) The reactants are [C:1]1([CH3:11])[CH:6]=[CH:5][CH:4]=[CH:3][C:2]=1[CH2:7][C:8]([OH:10])=O.C(Cl)(=O)C(Cl)=O.[NH2:18][C:19](=[N:25]O)[C:20]([O:22][CH2:23][CH3:24])=[O:21].C(N(CC)C(C)C)(C)C. The catalyst is ClCCl.N1C=CC=CC=1.CN(C=O)C. The product is [CH3:11][C:1]1[CH:6]=[CH:5][CH:4]=[CH:3][C:2]=1[CH2:7][C:8]1[O:10][N:25]=[C:19]([C:20]([O:22][CH2:23][CH3:24])=[O:21])[N:18]=1. The yield is 0.180. (3) The yield is 0.110. The reactants are FC1C=C2C(C(I)=CN2S(C2C=CC=CC=2)(=O)=O)=CC=1.C1(S([N:30]2[C:38]3[C:33](=[CH:34][CH:35]=[C:36]([F:39])[CH:37]=3)[C:32]([C:40]3[CH:41]=[CH:42][C:43]4[N:47]=[C:46]([CH2:48][N:49]5[CH2:54][CH2:53][N:52]([CH3:55])[CH2:51][CH2:50]5)[NH:45][C:44]=4[CH:56]=3)=[CH:31]2)(=O)=O)C=CC=CC=1. No catalyst specified. The product is [F:39][C:36]1[CH:37]=[C:38]2[C:33]([C:32]([C:40]3[CH:41]=[CH:42][C:43]4[N:47]=[C:46]([CH2:48][N:49]5[CH2:54][CH2:53][N:52]([CH3:55])[CH2:51][CH2:50]5)[NH:45][C:44]=4[CH:56]=3)=[CH:31][NH:30]2)=[CH:34][CH:35]=1. (4) The reactants are [CH2:1]([O:7][C:8]1[CH:13]=[CH:12][C:11]([CH3:14])=[CH:10][C:9]=1[O:15][CH2:16][CH2:17][CH2:18][CH2:19][CH2:20][CH3:21])[CH2:2][CH2:3][CH2:4][CH2:5][CH3:6].[Br:22]Br.O. The catalyst is ClCCl. The product is [Br:22][C:12]1[C:11]([CH3:14])=[CH:10][C:9]([O:15][CH2:16][CH2:17][CH2:18][CH2:19][CH2:20][CH3:21])=[C:8]([O:7][CH2:1][CH2:2][CH2:3][CH2:4][CH2:5][CH3:6])[CH:13]=1. The yield is 0.900.